From a dataset of Forward reaction prediction with 1.9M reactions from USPTO patents (1976-2016). Predict the product of the given reaction. (1) Given the reactants Cl.C[O:3][C:4]([C:6]1[CH:7]=[CH:8][C:9]2[CH2:15][CH2:14][CH2:13][CH:12]([NH:16][CH2:17][C@H:18]([OH:27])[CH2:19][O:20][C:21]3[CH:26]=[CH:25][CH:24]=[CH:23][CH:22]=3)[CH2:11][C:10]=2[CH:28]=1)=[O:5].[OH-].[Na+:30], predict the reaction product. The product is: [OH:27][C@H:18]([CH2:19][O:20][C:21]1[CH:22]=[CH:23][CH:24]=[CH:25][CH:26]=1)[CH2:17][NH:16][CH:12]1[CH2:11][C:10]2[CH:28]=[C:6]([C:4]([O-:5])=[O:3])[CH:7]=[CH:8][C:9]=2[CH2:15][CH2:14][CH2:13]1.[Na+:30]. (2) Given the reactants [F:1][CH:2]([F:44])[C:3]1[N:7]([C:8]2[N:13]=[C:12]([N:14]3[CH2:19][CH2:18][N:17]([S:20]([CH3:23])(=[O:22])=[O:21])[CH2:16][CH2:15]3)[N:11]=[C:10]([N:24]3[CH2:29][CH2:28][O:27][CH2:26][CH2:25]3)[N:9]=2)[C:6]2[CH:30]=[C:31]([NH:36]C(=O)OC(C)(C)C)[CH:32]=[C:33]([O:34][CH3:35])[C:5]=2[N:4]=1.C(O)(C(F)(F)F)=O.N, predict the reaction product. The product is: [F:44][CH:2]([F:1])[C:3]1[N:7]([C:8]2[N:13]=[C:12]([N:14]3[CH2:15][CH2:16][N:17]([S:20]([CH3:23])(=[O:21])=[O:22])[CH2:18][CH2:19]3)[N:11]=[C:10]([N:24]3[CH2:29][CH2:28][O:27][CH2:26][CH2:25]3)[N:9]=2)[C:6]2[CH:30]=[C:31]([NH2:36])[CH:32]=[C:33]([O:34][CH3:35])[C:5]=2[N:4]=1. (3) The product is: [CH:8]1([C:14]([O:16][CH2:17][CH2:18][O:19][C:20]([NH:1][C@H:2]([CH2:3][OH:4])[C:5]([OH:7])=[O:6])=[O:21])=[O:15])[CH2:9][CH2:10][CH2:11][CH2:12][CH2:13]1. Given the reactants [NH2:1][C@@H:2]([C:5]([OH:7])=[O:6])[CH2:3][OH:4].[CH:8]1([C:14]([O:16][CH2:17][CH2:18][O:19][C:20](ON2C(=O)CCC2=O)=[O:21])=[O:15])[CH2:13][CH2:12][CH2:11][CH2:10][CH2:9]1, predict the reaction product. (4) Given the reactants [NH2:1][C:2]1[CH:7]=[CH:6][C:5]([C:8]2[N:13]=[C:12]3[N:14]([CH2:17][C:18]([F:21])([F:20])[F:19])[N:15]=[CH:16][C:11]3=[C:10]([N:22]3[CH:27]4[CH2:28][N:29]([C:31]([O:33][C:34]([CH3:37])([CH3:36])[CH3:35])=[O:32])[CH2:30][CH:23]3[CH2:24][O:25][CH2:26]4)[N:9]=2)=[CH:4][CH:3]=1.ClC(Cl)(OC(=O)OC(Cl)(Cl)Cl)Cl.CN.[N:52]([C:55]1C=CC(C2N=C3N(CC(F)(F)F)N=CC3=C(N3C4CN(C(OC(C)(C)C)=O)CC3COC4)N=2)=CC=1)=[C:53]=[O:54], predict the reaction product. The product is: [CH3:55][NH:52][C:53](=[O:54])[NH:1][C:2]1[CH:3]=[CH:4][C:5]([C:8]2[N:13]=[C:12]3[N:14]([CH2:17][C:18]([F:19])([F:21])[F:20])[N:15]=[CH:16][C:11]3=[C:10]([N:22]3[CH:27]4[CH2:28][N:29]([C:31]([O:33][C:34]([CH3:37])([CH3:36])[CH3:35])=[O:32])[CH2:30][CH:23]3[CH2:24][O:25][CH2:26]4)[N:9]=2)=[CH:6][CH:7]=1. (5) Given the reactants [CH2:1]([N:8]1[C:12]2[CH:13]=[CH:14][CH:15]=[C:16](Br)[C:11]=2[N:10]=[C:9]1[CH3:18])[C:2]1[CH:7]=[CH:6][CH:5]=[CH:4][CH:3]=1.CC1(C)C(C)(C)OB([C:27]2[CH:32]=[CH:31][C:30]([N:33]3[C:37]4=[N:38][CH:39]=[CH:40][CH:41]=[C:36]4[N:35]([CH2:42][O:43][CH2:44][CH2:45][Si:46]([CH3:49])([CH3:48])[CH3:47])[C:34]3=[O:50])=[CH:29][CH:28]=2)O1.C(=O)([O-])[O-].[Na+].[Na+].C1COCC1, predict the reaction product. The product is: [CH2:1]([N:8]1[C:12]2[CH:13]=[CH:14][CH:15]=[C:16]([C:27]3[CH:32]=[CH:31][C:30]([N:33]4[C:37]5=[N:38][CH:39]=[CH:40][CH:41]=[C:36]5[N:35]([CH2:42][O:43][CH2:44][CH2:45][Si:46]([CH3:48])([CH3:47])[CH3:49])[C:34]4=[O:50])=[CH:29][CH:28]=3)[C:11]=2[N:10]=[C:9]1[CH3:18])[C:2]1[CH:7]=[CH:6][CH:5]=[CH:4][CH:3]=1. (6) Given the reactants [O:1]1[CH2:5][CH2:4][C@@H:3]([NH:6][C:7]2[N:15]=[CH:14][N:13]=[C:12]3[C:8]=2[N:9]=[CH:10][N:11]3[C@@H:16]2[O:20][C@H:19]([CH2:21][NH:22][C:23]([NH:25][CH3:26])=O)[C@@H:18]([OH:27])[C@H:17]2[OH:28])[CH2:2]1.CN=C=[S:32].CN=C=O.[CH:37]1([N:42]=[C:43]=[S:44])[CH2:41][CH2:40][CH2:39][CH2:38]1, predict the reaction product. The product is: [O:1]1[CH2:5][CH2:4][C@@H:3]([NH:6][C:7]2[N:15]=[CH:14][N:13]=[C:12]3[C:8]=2[N:9]=[CH:10][N:11]3[C@H:16]2[C@H:17]([OH:28])[C@H:18]([OH:27])[C@@H:19]([CH2:21][NH:22][C:23]([NH:25][CH3:26])=[S:32])[O:20]2)[CH2:2]1.[O:1]1[CH2:5][CH2:4][C@@H:3]([NH:6][C:7]2[N:15]=[CH:14][N:13]=[C:12]3[C:8]=2[N:9]=[CH:10][N:11]3[C@H:16]2[C@H:17]([OH:28])[C@H:18]([OH:27])[C@@H:19]([CH2:21][NH:22][C:43]([NH:42][CH:37]3[CH2:41][CH2:40][CH2:39][CH2:38]3)=[S:44])[O:20]2)[CH2:2]1. (7) Given the reactants C(OC(=O)[CH2:5][N:6]([CH2:22][C:23]1[CH:28]=[CH:27][CH:26]=[CH:25][CH:24]=1)[C:7](=[O:21])[C@@H:8]([NH:13][C:14](OC(C)(C)C)=[O:15])[CH2:9][CH:10]([CH3:12])[CH3:11])C, predict the reaction product. The product is: [CH2:22]([N:6]1[CH2:5][C:14](=[O:15])[NH:13][C@@H:8]([CH2:9][CH:10]([CH3:12])[CH3:11])[C:7]1=[O:21])[C:23]1[CH:28]=[CH:27][CH:26]=[CH:25][CH:24]=1. (8) Given the reactants [N:1]([C:4]1[CH:11]=[CH:10][C:7]([C:8]#[N:9])=[C:6]([C:12]([F:15])([F:14])[F:13])[CH:5]=1)=[C:2]=[S:3].[CH3:16][NH:17][C:18](=[O:33])[C:19]1[CH:24]=[CH:23][C:22]([NH:25][C:26]2([C:30]#N)[CH2:29][CH2:28][CH2:27]2)=[CH:21][C:20]=1[F:32].C[OH:35].Cl, predict the reaction product. The product is: [CH3:16][NH:17][C:18](=[O:33])[C:19]1[CH:24]=[CH:23][C:22]([N:25]2[C:2](=[S:3])[N:1]([C:4]3[CH:11]=[CH:10][C:7]([C:8]#[N:9])=[C:6]([C:12]([F:13])([F:15])[F:14])[CH:5]=3)[C:30](=[O:35])[C:26]32[CH2:29][CH2:28][CH2:27]3)=[CH:21][C:20]=1[F:32]. (9) Given the reactants [H-].[Na+].C1OCCOCCOCCOCCOC1.[CH2:18]([C:20]1[C:28]2[C:23](=[CH:24][C:25]([C:29]([O:31][CH3:32])=[O:30])=[CH:26][CH:27]=2)[NH:22][N:21]=1)[CH3:19].[CH:33]1(Br)[CH2:37][CH2:36][CH2:35][CH2:34]1, predict the reaction product. The product is: [CH:33]1([N:22]2[C:23]3[C:28](=[CH:27][CH:26]=[C:25]([C:29]([O:31][CH3:32])=[O:30])[CH:24]=3)[C:20]([CH2:18][CH3:19])=[N:21]2)[CH2:37][CH2:36][CH2:35][CH2:34]1. (10) Given the reactants [O:1]1[CH2:6][CH2:5][N:4]([CH2:7][CH2:8][N:9]([C:14]2[CH:15]=[CH:16][C:17]([C:30]([F:33])([F:32])[F:31])=[C:18]([CH:29]=2)[C:19]([O:21]CC2C=CC=CC=2)=[O:20])[S:10]([CH3:13])(=[O:12])=[O:11])[CH2:3][CH2:2]1, predict the reaction product. The product is: [O:1]1[CH2:2][CH2:3][N:4]([CH2:7][CH2:8][N:9]([C:14]2[CH:15]=[CH:16][C:17]([C:30]([F:31])([F:33])[F:32])=[C:18]([CH:29]=2)[C:19]([OH:21])=[O:20])[S:10]([CH3:13])(=[O:12])=[O:11])[CH2:5][CH2:6]1.